Dataset: NCI-60 drug combinations with 297,098 pairs across 59 cell lines. Task: Regression. Given two drug SMILES strings and cell line genomic features, predict the synergy score measuring deviation from expected non-interaction effect. (1) Drug 1: C1=CC(=CC=C1CCC2=CNC3=C2C(=O)NC(=N3)N)C(=O)NC(CCC(=O)O)C(=O)O. Drug 2: CCC1(C2=C(COC1=O)C(=O)N3CC4=CC5=C(C=CC(=C5CN(C)C)O)N=C4C3=C2)O.Cl. Cell line: MCF7. Synergy scores: CSS=32.7, Synergy_ZIP=-4.74, Synergy_Bliss=-2.93, Synergy_Loewe=-0.787, Synergy_HSA=1.40. (2) Drug 1: C1CCC(CC1)NC(=O)N(CCCl)N=O. Drug 2: C1CC(=O)NC(=O)C1N2C(=O)C3=CC=CC=C3C2=O. Cell line: MCF7. Synergy scores: CSS=12.7, Synergy_ZIP=-1.54, Synergy_Bliss=-1.85, Synergy_Loewe=-4.47, Synergy_HSA=-3.41. (3) Drug 1: CCC1(CC2CC(C3=C(CCN(C2)C1)C4=CC=CC=C4N3)(C5=C(C=C6C(=C5)C78CCN9C7C(C=CC9)(C(C(C8N6C=O)(C(=O)OC)O)OC(=O)C)CC)OC)C(=O)OC)O.OS(=O)(=O)O. Drug 2: C1=CN(C=N1)CC(O)(P(=O)(O)O)P(=O)(O)O. Cell line: SK-MEL-2. Synergy scores: CSS=-16.1, Synergy_ZIP=-1.88, Synergy_Bliss=-13.8, Synergy_Loewe=-17.6, Synergy_HSA=-17.7. (4) Drug 1: CC=C1C(=O)NC(C(=O)OC2CC(=O)NC(C(=O)NC(CSSCCC=C2)C(=O)N1)C(C)C)C(C)C. Drug 2: C#CCC(CC1=CN=C2C(=N1)C(=NC(=N2)N)N)C3=CC=C(C=C3)C(=O)NC(CCC(=O)O)C(=O)O. Cell line: HT29. Synergy scores: CSS=64.9, Synergy_ZIP=0.962, Synergy_Bliss=-3.47, Synergy_Loewe=-10.8, Synergy_HSA=0.819. (5) Drug 1: C1CCC(CC1)NC(=O)N(CCCl)N=O. Drug 2: CCC1(CC2CC(C3=C(CCN(C2)C1)C4=CC=CC=C4N3)(C5=C(C=C6C(=C5)C78CCN9C7C(C=CC9)(C(C(C8N6C=O)(C(=O)OC)O)OC(=O)C)CC)OC)C(=O)OC)O.OS(=O)(=O)O. Cell line: SK-MEL-2. Synergy scores: CSS=35.3, Synergy_ZIP=-0.359, Synergy_Bliss=2.72, Synergy_Loewe=-19.9, Synergy_HSA=1.00. (6) Drug 1: COC1=CC(=CC(=C1O)OC)C2C3C(COC3=O)C(C4=CC5=C(C=C24)OCO5)OC6C(C(C7C(O6)COC(O7)C8=CC=CS8)O)O. Drug 2: CC1=C(N=C(N=C1N)C(CC(=O)N)NCC(C(=O)N)N)C(=O)NC(C(C2=CN=CN2)OC3C(C(C(C(O3)CO)O)O)OC4C(C(C(C(O4)CO)O)OC(=O)N)O)C(=O)NC(C)C(C(C)C(=O)NC(C(C)O)C(=O)NCCC5=NC(=CS5)C6=NC(=CS6)C(=O)NCCC[S+](C)C)O. Cell line: SF-268. Synergy scores: CSS=54.6, Synergy_ZIP=0.688, Synergy_Bliss=1.62, Synergy_Loewe=6.46, Synergy_HSA=8.77. (7) Drug 1: CC1=C(C(=CC=C1)Cl)NC(=O)C2=CN=C(S2)NC3=CC(=NC(=N3)C)N4CCN(CC4)CCO. Drug 2: CC1=C(N=C(N=C1N)C(CC(=O)N)NCC(C(=O)N)N)C(=O)NC(C(C2=CN=CN2)OC3C(C(C(C(O3)CO)O)O)OC4C(C(C(C(O4)CO)O)OC(=O)N)O)C(=O)NC(C)C(C(C)C(=O)NC(C(C)O)C(=O)NCCC5=NC(=CS5)C6=NC(=CS6)C(=O)NCCC[S+](C)C)O. Cell line: SNB-75. Synergy scores: CSS=35.6, Synergy_ZIP=-10.3, Synergy_Bliss=-0.440, Synergy_Loewe=-0.749, Synergy_HSA=3.49.